Task: Regression/Classification. Given a drug SMILES string, predict its toxicity properties. Task type varies by dataset: regression for continuous values (e.g., LD50, hERG inhibition percentage) or binary classification for toxic/non-toxic outcomes (e.g., AMES mutagenicity, cardiotoxicity, hepatotoxicity). Dataset: ames.. Dataset: Ames mutagenicity test results for genotoxicity prediction (1) The result is 0 (non-mutagenic). The molecule is CC(C)OC(=O)COc1ccc(Cl)cc1Cl. (2) The compound is CCCCCCCC(=O)Nc1snc2ccccc12. The result is 0 (non-mutagenic). (3) The compound is O=[N+]([O-])c1ccccc1. The result is 0 (non-mutagenic). (4) The compound is Clc1nncc2ncccc12. The result is 0 (non-mutagenic).